From a dataset of NCI-60 drug combinations with 297,098 pairs across 59 cell lines. Regression. Given two drug SMILES strings and cell line genomic features, predict the synergy score measuring deviation from expected non-interaction effect. (1) Drug 1: C1CN1C2=NC(=NC(=N2)N3CC3)N4CC4. Drug 2: CC(C)(C#N)C1=CC(=CC(=C1)CN2C=NC=N2)C(C)(C)C#N. Cell line: OVCAR3. Synergy scores: CSS=23.1, Synergy_ZIP=-5.55, Synergy_Bliss=-2.01, Synergy_Loewe=-8.21, Synergy_HSA=-8.22. (2) Drug 1: CC1CCC2CC(C(=CC=CC=CC(CC(C(=O)C(C(C(=CC(C(=O)CC(OC(=O)C3CCCCN3C(=O)C(=O)C1(O2)O)C(C)CC4CCC(C(C4)OC)O)C)C)O)OC)C)C)C)OC. Drug 2: CC1C(C(CC(O1)OC2CC(CC3=C2C(=C4C(=C3O)C(=O)C5=C(C4=O)C(=CC=C5)OC)O)(C(=O)CO)O)N)O.Cl. Cell line: HS 578T. Synergy scores: CSS=37.3, Synergy_ZIP=10.1, Synergy_Bliss=8.18, Synergy_Loewe=11.3, Synergy_HSA=10.7. (3) Drug 1: C1=NC2=C(N=C(N=C2N1C3C(C(C(O3)CO)O)O)F)N. Drug 2: C1=NC2=C(N1)C(=S)N=CN2. Cell line: MDA-MB-435. Synergy scores: CSS=49.1, Synergy_ZIP=0.577, Synergy_Bliss=2.05, Synergy_Loewe=-6.58, Synergy_HSA=0.902. (4) Drug 1: CN(C)N=NC1=C(NC=N1)C(=O)N. Drug 2: CCN(CC)CCNC(=O)C1=C(NC(=C1C)C=C2C3=C(C=CC(=C3)F)NC2=O)C. Cell line: HT29. Synergy scores: CSS=-2.35, Synergy_ZIP=-1.29, Synergy_Bliss=-2.25, Synergy_Loewe=-5.63, Synergy_HSA=-4.04. (5) Drug 1: C1=NC(=NC(=O)N1C2C(C(C(O2)CO)O)O)N. Drug 2: CN1C2=C(C=C(C=C2)N(CCCl)CCCl)N=C1CCCC(=O)O.Cl. Cell line: SN12C. Synergy scores: CSS=11.9, Synergy_ZIP=-4.65, Synergy_Bliss=0.472, Synergy_Loewe=-20.6, Synergy_HSA=-0.224. (6) Cell line: T-47D. Drug 2: CN(CCCl)CCCl.Cl. Synergy scores: CSS=33.4, Synergy_ZIP=-6.90, Synergy_Bliss=0.518, Synergy_Loewe=-2.66, Synergy_HSA=0.0509. Drug 1: C1=NC(=NC(=O)N1C2C(C(C(O2)CO)O)O)N. (7) Drug 2: C1CCC(C(C1)N)N.C(=O)(C(=O)[O-])[O-].[Pt+4]. Synergy scores: CSS=7.17, Synergy_ZIP=-0.232, Synergy_Bliss=3.22, Synergy_Loewe=1.77, Synergy_HSA=1.77. Cell line: NCI-H322M. Drug 1: C1=C(C(=O)NC(=O)N1)N(CCCl)CCCl. (8) Drug 1: CCN(CC)CCCC(C)NC1=C2C=C(C=CC2=NC3=C1C=CC(=C3)Cl)OC. Drug 2: CC1C(C(CC(O1)OC2CC(CC3=C2C(=C4C(=C3O)C(=O)C5=C(C4=O)C(=CC=C5)OC)O)(C(=O)CO)O)N)O.Cl. Cell line: UO-31. Synergy scores: CSS=43.9, Synergy_ZIP=-2.24, Synergy_Bliss=-0.536, Synergy_Loewe=-6.94, Synergy_HSA=0.460.